Dataset: Full USPTO retrosynthesis dataset with 1.9M reactions from patents (1976-2016). Task: Predict the reactants needed to synthesize the given product. (1) Given the product [Br:21][C:22]1[CH:28]=[CH:27][C:25]([NH:26][C:5](=[O:18])[NH:6][C:7]2[CH:8]=[CH:9][C:10]([C:13]([N:14]([CH3:15])[CH3:16])=[O:17])=[CH:11][CH:12]=2)=[CH:24][C:23]=1[F:29], predict the reactants needed to synthesize it. The reactants are: ClC(Cl)(Cl)CO[C:5](=[O:18])[NH:6][C:7]1[CH:12]=[CH:11][C:10]([C:13](=[O:17])[N:14]([CH3:16])[CH3:15])=[CH:9][CH:8]=1.[Br:21][C:22]1[CH:28]=[CH:27][C:25]([NH2:26])=[CH:24][C:23]=1[F:29]. (2) Given the product [C:30]([C:29]1[CH:32]=[CH:33][C:34]([C:36]2[N:37]=[C:38]([NH:51][CH3:52])[N:39]=[C:40]([N:42]3[C@H:47]([CH3:48])[CH2:46][O:45][C@H:13]([C:12]([OH:15])=[O:14])[CH2:43]3)[CH:41]=2)=[CH:35][C:28]=1[F:27])#[N:31], predict the reactants needed to synthesize it. The reactants are: CC1(C)N([O])C(C)(C)CCC1.[C:12]([OH:15])(=[O:14])[CH3:13].[C:12]([OH:15])(=[O:14])[CH3:13].IC1C=CC=CC=1.[F:27][C:28]1[CH:35]=[C:34]([C:36]2[CH:41]=[C:40]([N:42]3[C@H:47]([CH3:48])[CH2:46][O:45][C@H](CO)[CH2:43]3)[N:39]=[C:38]([NH:51][CH3:52])[N:37]=2)[CH:33]=[CH:32][C:29]=1[C:30]#[N:31]. (3) The reactants are: [NH2:1][CH:2]([CH2:6][C:7]([F:10])([F:9])[F:8])[C:3]([OH:5])=[O:4].[OH-].[Na+].Cl[C:14]([O:16][CH2:17][C:18]1[CH:23]=[CH:22][CH:21]=[CH:20][CH:19]=1)=[O:15]. Given the product [CH2:17]([O:16][C:14]([NH:1][CH:2]([CH2:6][C:7]([F:10])([F:9])[F:8])[C:3]([OH:5])=[O:4])=[O:15])[C:18]1[CH:23]=[CH:22][CH:21]=[CH:20][CH:19]=1, predict the reactants needed to synthesize it. (4) Given the product [Si:24]([O:17][CH2:14][C:43]1[CH:44]=[C:39]([CH:40]=[CH:41][CH:42]=1)[CH2:38][N:10]1[C:5]2[C:6](=[N:7][C:2]([Cl:1])=[CH:3][CH:4]=2)[CH:8]=[C:9]1[C:11]([O:13][CH2:45][C:41]1[CH:42]=[CH:43][CH:44]=[C:39]([CH2:38][O:37][Si:24]([C:20]([CH3:23])([CH3:21])[CH3:22])([C:31]2[CH:36]=[CH:35][CH:34]=[CH:33][CH:32]=2)[C:25]2[CH:30]=[CH:29][CH:28]=[CH:27][CH:26]=2)[CH:40]=1)=[O:12])([C:20]([CH3:23])([CH3:21])[CH3:22])([C:31]1[CH:36]=[CH:35][CH:34]=[CH:33][CH:32]=1)[C:25]1[CH:30]=[CH:29][CH:28]=[CH:27][CH:26]=1, predict the reactants needed to synthesize it. The reactants are: [Cl:1][C:2]1[N:7]=[C:6]2[CH:8]=[C:9]([C:11]([OH:13])=[O:12])[NH:10][C:5]2=[CH:4][CH:3]=1.[C:14]([O-:17])([O-])=O.[Cs+].[Cs+].[C:20]([Si:24]([O:37][CH2:38][C:39]1[CH:44]=[CH:43][CH:42]=[C:41]([CH2:45]Cl)[CH:40]=1)([C:31]1[CH:36]=[CH:35][CH:34]=[CH:33][CH:32]=1)[C:25]1[CH:30]=[CH:29][CH:28]=[CH:27][CH:26]=1)([CH3:23])([CH3:22])[CH3:21]. (5) Given the product [C:1]([OH:11])(=[O:10])[CH2:2][CH2:7][CH2:6][CH2:5][CH2:4][CH2:3][CH2:13][CH2:12][CH3:17], predict the reactants needed to synthesize it. The reactants are: [C:1]([OH:11])(=[O:10])[C:2]1[CH:7]=[CH:6][CH:5]=[C:4](OC)[CH:3]=1.[C:12]1(C)[CH:17]=CC=C(C(O)=O)[CH:13]=1.C1(C)C=CC=C(CC(O)=O)C=1.